Dataset: NCI-60 drug combinations with 297,098 pairs across 59 cell lines. Task: Regression. Given two drug SMILES strings and cell line genomic features, predict the synergy score measuring deviation from expected non-interaction effect. (1) Drug 1: CC12CCC(CC1=CCC3C2CCC4(C3CC=C4C5=CN=CC=C5)C)O. Drug 2: CN1C(=O)N2C=NC(=C2N=N1)C(=O)N. Cell line: HL-60(TB). Synergy scores: CSS=-12.9, Synergy_ZIP=4.64, Synergy_Bliss=-2.58, Synergy_Loewe=-10.7, Synergy_HSA=-10.1. (2) Drug 1: CC1=C(C(=CC=C1)Cl)NC(=O)C2=CN=C(S2)NC3=CC(=NC(=N3)C)N4CCN(CC4)CCO. Drug 2: COCCOC1=C(C=C2C(=C1)C(=NC=N2)NC3=CC=CC(=C3)C#C)OCCOC.Cl. Cell line: U251. Synergy scores: CSS=-0.0210, Synergy_ZIP=0.578, Synergy_Bliss=-2.28, Synergy_Loewe=0.535, Synergy_HSA=-2.55. (3) Drug 1: CS(=O)(=O)C1=CC(=C(C=C1)C(=O)NC2=CC(=C(C=C2)Cl)C3=CC=CC=N3)Cl. Drug 2: C#CCC(CC1=CN=C2C(=N1)C(=NC(=N2)N)N)C3=CC=C(C=C3)C(=O)NC(CCC(=O)O)C(=O)O. Cell line: KM12. Synergy scores: CSS=22.4, Synergy_ZIP=-8.56, Synergy_Bliss=2.57, Synergy_Loewe=3.13, Synergy_HSA=3.14. (4) Drug 1: C1=C(C(=O)NC(=O)N1)F. Drug 2: CC12CCC3C(C1CCC2OP(=O)(O)O)CCC4=C3C=CC(=C4)OC(=O)N(CCCl)CCCl.[Na+]. Cell line: SW-620. Synergy scores: CSS=45.7, Synergy_ZIP=-2.77, Synergy_Bliss=-5.98, Synergy_Loewe=-21.7, Synergy_HSA=-5.61. (5) Drug 1: CC(C1=C(C=CC(=C1Cl)F)Cl)OC2=C(N=CC(=C2)C3=CN(N=C3)C4CCNCC4)N. Drug 2: CN(C)C1=NC(=NC(=N1)N(C)C)N(C)C. Cell line: HCT116. Synergy scores: CSS=9.36, Synergy_ZIP=-5.40, Synergy_Bliss=-4.57, Synergy_Loewe=-27.6, Synergy_HSA=-5.89. (6) Drug 1: C1=CC(=CC=C1CCCC(=O)O)N(CCCl)CCCl. Drug 2: CCC1=C2CN3C(=CC4=C(C3=O)COC(=O)C4(CC)O)C2=NC5=C1C=C(C=C5)O. Cell line: HT29. Synergy scores: CSS=30.2, Synergy_ZIP=-9.20, Synergy_Bliss=-1.33, Synergy_Loewe=-12.1, Synergy_HSA=-0.0135. (7) Drug 1: CN1CCC(CC1)COC2=C(C=C3C(=C2)N=CN=C3NC4=C(C=C(C=C4)Br)F)OC. Drug 2: CN(C)N=NC1=C(NC=N1)C(=O)N. Cell line: U251. Synergy scores: CSS=10.4, Synergy_ZIP=-4.23, Synergy_Bliss=1.21, Synergy_Loewe=-2.33, Synergy_HSA=2.25.